From a dataset of Reaction yield outcomes from USPTO patents with 853,638 reactions. Predict the reaction yield, written as a fraction of the theoretical maximum amount of product (1.0 means a 100% yield; for example, 0.34 means a 34% yield). (1) The reactants are [OH:1][CH:2]1[CH2:7][CH2:6][NH:5][CH2:4][CH2:3]1.[CH3:8][C:9]1[CH:16]=[CH:15][C:12]([CH2:13]Cl)=[CH:11][CH:10]=1.C(=O)([O-])[O-].[K+].[K+]. The catalyst is C(O)(C)(C)C. The product is [CH3:8][C:9]1[CH:16]=[CH:15][C:12]([CH2:13][N:5]2[CH2:6][CH2:7][CH:2]([OH:1])[CH2:3][CH2:4]2)=[CH:11][CH:10]=1. The yield is 0.520. (2) The reactants are CS(C)=O.[N+:5](/[CH:8]=[CH:9]/[C:10]1[CH:22]=[CH:21][C:13]([O:14][C:15]2[CH:16]=[N:17][CH:18]=[CH:19][CH:20]=2)=[CH:12][CH:11]=1)([O-:7])=[O:6].C(O)(=O)C.[BH4-].[Na+]. The catalyst is O. The yield is 0.406. The product is [N+:5]([CH2:8][CH2:9][C:10]1[CH:22]=[CH:21][C:13]([O:14][C:15]2[CH:16]=[N:17][CH:18]=[CH:19][CH:20]=2)=[CH:12][CH:11]=1)([O-:7])=[O:6]. (3) The reactants are [C:1]([O:5][C:6]([NH:8][C@H:9]([C:38]1[CH:43]=[CH:42][CH:41]=[CH:40][CH:39]=1)[CH2:10][N:11]1[C:16](=[O:17])[C:15]([C:18]2[CH:23]=[CH:22][CH:21]=[C:20]([O:24][CH3:25])[C:19]=2[F:26])=[C:14]([CH3:27])[N:13]([CH2:28][C:29]2[C:34](F)=[CH:33][CH:32]=[CH:31][C:30]=2[F:36])[C:12]1=[O:37])=[O:7])([CH3:4])([CH3:3])[CH3:2].[CH3:44][S-:45].[Na+]. The catalyst is CS(C)=O. The product is [C:1]([O:5][C:6]([NH:8][C@H:9]([C:38]1[CH:43]=[CH:42][CH:41]=[CH:40][CH:39]=1)[CH2:10][N:11]1[C:16](=[O:17])[C:15]([C:18]2[CH:23]=[CH:22][CH:21]=[C:20]([O:24][CH3:25])[C:19]=2[F:26])=[C:14]([CH3:27])[N:13]([CH2:28][C:29]2[C:34]([S:45][CH3:44])=[CH:33][CH:32]=[CH:31][C:30]=2[F:36])[C:12]1=[O:37])=[O:7])([CH3:4])([CH3:3])[CH3:2]. The yield is 0.780. (4) The reactants are [NH2:1][CH2:2][CH2:3][CH2:4][O:5][C:6]1[CH:11]=[CH:10][C:9]([F:12])=[CH:8][C:7]=1[C@H:13]1[CH2:17][CH2:16][CH2:15][N:14]1[C:18]1[CH:23]=[CH:22][N:21]2[N:24]=[CH:25][C:26]([C:27]([O:29]CC)=O)=[C:20]2[N:19]=1.CCN(C(C)C)C(C)C. The catalyst is CCO. The product is [F:12][C:9]1[CH:8]=[C:7]2[C:6](=[CH:11][CH:10]=1)[O:5][CH2:4][CH2:3][CH2:2][NH:1][C:27](=[O:29])[C:26]1=[C:20]3[N:19]=[C:18]([CH:23]=[CH:22][N:21]3[N:24]=[CH:25]1)[N:14]1[C@@H:13]2[CH2:17][CH2:16][CH2:15]1. The yield is 0.500. (5) The reactants are Cl[C:2]1[NH:3][C:4]([C:12]2[CH:17]=[CH:16][CH:15]=[CH:14][C:13]=2[F:18])=[CH:5][C:6]=1[C:7]([O:9][CH2:10][CH3:11])=[O:8]. The catalyst is C(O)C.[C].[Pd]. The product is [F:18][C:13]1[CH:14]=[CH:15][CH:16]=[CH:17][C:12]=1[C:4]1[NH:3][CH:2]=[C:6]([C:7]([O:9][CH2:10][CH3:11])=[O:8])[CH:5]=1. The yield is 0.180. (6) The reactants are [Br:1][C:2]1[N:7]=[C:6]([C@:8]([NH:17][S@@](C(C)(C)C)=O)([CH3:16])[C:9]([F:15])([F:14])[C:10]([OH:13])([CH3:12])[CH3:11])[C:5]([F:24])=[CH:4][CH:3]=1.[N:25]#[C:26]Br. The catalyst is C(O)C. The product is [Br:1][C:2]1[N:7]=[C:6]([C@:8]2([CH3:16])[C:9]([F:14])([F:15])[C:10]([CH3:11])([CH3:12])[O:13][C:26]([NH2:25])=[N:17]2)[C:5]([F:24])=[CH:4][CH:3]=1. The yield is 0.489. (7) The reactants are [Si:1]([O:8][CH2:9][CH:10]([OH:21])[CH2:11][CH2:12][CH2:13][CH2:14][CH2:15][CH2:16][CH2:17][CH2:18][CH2:19][CH3:20])([C:4]([CH3:7])([CH3:6])[CH3:5])([CH3:3])[CH3:2].[C:22](OC(=O)C)(=[O:24])[CH3:23].N1C=CC=CC=1.CN(C1C=CN=CC=1)C. The catalyst is ClCCl. The product is [C:22]([O:21][CH:10]([CH2:11][CH2:12][CH2:13][CH2:14][CH2:15][CH2:16][CH2:17][CH2:18][CH2:19][CH3:20])[CH2:9][O:8][Si:1]([C:4]([CH3:7])([CH3:6])[CH3:5])([CH3:3])[CH3:2])(=[O:24])[CH3:23]. The yield is 1.00.